This data is from Antibody developability classification from SAbDab with 2,409 antibodies. The task is: Regression/Classification. Given an antibody's heavy chain and light chain sequences, predict its developability. TAP uses regression for 5 developability metrics; SAbDab uses binary classification. (1) The antibody is ['EVQLVESGGGLVQPGGSLRLSCAASGFTISSSSIHWVRQAPGKGLEWVAWVLPSVGFTDYADSVKGRFTISADTSKNTAYLQMNSLRAEDTAVYYCARRVCYNRLGVCAGGMDYWGQGTLVTVSS', 'DIQMTQSPSSLSASVGDRVTITCRASQDVSTAVAWYQQKPGKAPKLLIYSASFLYSGVPSRFSGSGSGTDFTLTISSLQPEDFATYYCQQSQISPPTFGQGTKVEIK']. Result: 0 (not developable). (2) The antibody is ['EVKVEESGGGLVQPGGSMKISCVVSGLTFSNYWMSWVRQSPEKGLEWVAEIRLKSDNYATYYAESVKGKFTISRDDSKSRLYLQMNNLRTEDTGIYYCFLPMDYWGQGTSVTVSS', 'DIVMTQAAFSNPVTLGTSASISCRSSKSLLHSDGITYLYWYLQKPGQSPHLLIYHLSNLASGVPDRFSSSGSGTDFTLRISRVEAEDVGIYYCAHNVELPRTFGGGTKLEIK']. Result: 0 (not developable). (3) The antibody is ['QVQLQQSGAELVRPGASVKLSCKASGYTFISYWINWVKQRPGQGLEWIGNIYPSDSYTNYNQKFKDKATLTVDKSSSTAYMQLSSPTSEDSAVYYCTRDDNYGAMDYWGQGTTVTV', 'DIELTQSPSYLVASPGETITINCRASKSISKSLAWYQEKPGKTNNLLIYSGSTLQSGIPSRFSGSGSGTDFTLTISSLEPEDFAMYICQQHNEYPWTFGGGTKLEIK']. Result: 0 (not developable).